Dataset: Full USPTO retrosynthesis dataset with 1.9M reactions from patents (1976-2016). Task: Predict the reactants needed to synthesize the given product. (1) Given the product [C:1]([O:5][C:6]([NH:8][C:9]1([C:13]2[CH:14]=[CH:15][C:16]([C:19]3[N:20]=[C:21]4[CH:26]=[CH:25][C:24]([C:27]([OH:29])=[O:28])=[N:23][N:22]4[C:32]=3[C:33]3[CH:38]=[CH:37][CH:36]=[CH:35][CH:34]=3)=[CH:17][CH:18]=2)[CH2:10][CH2:11][CH2:12]1)=[O:7])([CH3:4])([CH3:2])[CH3:3], predict the reactants needed to synthesize it. The reactants are: [C:1]([O:5][C:6]([NH:8][C:9]1([C:13]2[CH:18]=[CH:17][C:16]([C:19]3[N:20]=[C:21]4[CH:26]=[CH:25][C:24]([C:27]([O:29]CC)=[O:28])=[N:23][N:22]4[C:32]=3[C:33]3[CH:38]=[CH:37][CH:36]=[CH:35][CH:34]=3)=[CH:15][CH:14]=2)[CH2:12][CH2:11][CH2:10]1)=[O:7])([CH3:4])([CH3:3])[CH3:2].[OH-].[Na+].Cl. (2) Given the product [C:1]([O:5][C:6]([N:8]1[CH2:13][CH2:12][CH:11]([N:14]([C:15]2[CH:20]=[CH:19][C:18]([Br:21])=[CH:17][CH:16]=2)[C:23]2[CH:28]=[CH:27][CH:26]=[CH:25][CH:24]=2)[CH2:10][CH2:9]1)=[O:7])([CH3:4])([CH3:2])[CH3:3], predict the reactants needed to synthesize it. The reactants are: [C:1]([O:5][C:6]([N:8]1[CH2:13][CH2:12][CH:11]([NH:14][C:15]2[CH:20]=[CH:19][C:18]([Br:21])=[CH:17][CH:16]=2)[CH2:10][CH2:9]1)=[O:7])([CH3:4])([CH3:3])[CH3:2].I[C:23]1[CH:28]=[CH:27][CH:26]=[CH:25][CH:24]=1.